Predict the reaction yield, written as a fraction of the theoretical maximum amount of product (1.0 means a 100% yield; for example, 0.34 means a 34% yield). From a dataset of Reaction yield outcomes from USPTO patents with 853,638 reactions. The reactants are C(O)(=O)C.[CH:5]([NH2:7])=[NH:6].N[C:9]1[CH:24]=[C:23]([O:25][CH2:26][C:27]2[CH:32]=[CH:31][CH:30]=[CH:29][CH:28]=2)[C:22]([O:33][CH3:34])=[CH:21][C:10]=1[C:11](OCC1C=CC=CC=1)=[O:12]. The catalyst is C(O)C(C)C. The product is [CH2:26]([O:25][C:23]1[CH:24]=[C:9]2[C:10]([C:11](=[O:12])[NH:6][CH:5]=[N:7]2)=[CH:21][C:22]=1[O:33][CH3:34])[C:27]1[CH:28]=[CH:29][CH:30]=[CH:31][CH:32]=1. The yield is 0.860.